Predict the reaction yield, written as a fraction of the theoretical maximum amount of product (1.0 means a 100% yield; for example, 0.34 means a 34% yield). From a dataset of Reaction yield outcomes from USPTO patents with 853,638 reactions. (1) The reactants are [C:1]1([S:7](Cl)(=[O:9])=[O:8])[CH:6]=[CH:5][CH:4]=[CH:3][CH:2]=1.[CH3:11][O:12][C:13]1[CH:14]=[C:15]2[C:19](=[CH:20][CH:21]=1)[NH:18][CH:17]=[CH:16]2. The product is [C:1]1([S:7]([N:18]2[C:19]3[C:15](=[CH:14][C:13]([O:12][CH3:11])=[CH:21][CH:20]=3)[CH:16]=[CH:17]2)(=[O:9])=[O:8])[CH:6]=[CH:5][CH:4]=[CH:3][CH:2]=1. The yield is 0.670. No catalyst specified. (2) The reactants are N1C=CN=C1.[CH3:6][C:7]([Si:10](Cl)([CH3:12])[CH3:11])([CH3:9])[CH3:8].[CH2:14]([C:16]1[O:17][C:18]([CH2:21][CH2:22][OH:23])=[CH:19][CH:20]=1)[CH3:15]. The catalyst is CN(C=O)C.C(OCC)C. The product is [C:7]([Si:10]([O:23][CH2:22][CH2:21][C:18]1[O:17][C:16]([CH2:14][CH3:15])=[CH:20][CH:19]=1)([CH3:12])[CH3:11])([CH3:9])([CH3:8])[CH3:6]. The yield is 0.803. (3) The reactants are [O-]CC.[Na+].C(O[C:8]1[CH:13]([C:14]([O:16]CC)=O)[CH2:12][CH2:11][CH2:10][N:9]=1)C.Cl.[NH2:20][C:21]([NH2:23])=[NH:22]. The catalyst is CCO. The product is [NH2:22][C:21]1[NH:23][C:14](=[O:16])[C:13]2[CH2:12][CH2:11][CH2:10][NH:9][C:8]=2[N:20]=1. The yield is 0.700. (4) The reactants are [C:1]([NH:9][C:10]1[S:11][C:12]([C:21]([O:23]CC)=[O:22])=[C:13]([C:15]2[CH:20]=[CH:19][CH:18]=[CH:17][CH:16]=2)[N:14]=1)(=[O:8])[C:2]1[CH:7]=[CH:6][CH:5]=[CH:4][CH:3]=1.[OH-].[Li+]. The catalyst is O1CCCC1.O. The product is [C:1]([NH:9][C:10]1[S:11][C:12]([C:21]([OH:23])=[O:22])=[C:13]([C:15]2[CH:20]=[CH:19][CH:18]=[CH:17][CH:16]=2)[N:14]=1)(=[O:8])[C:2]1[CH:7]=[CH:6][CH:5]=[CH:4][CH:3]=1. The yield is 0.590. (5) The reactants are C1(OP(Cl)(OC2C=CC=CC=2)=O)C=CC=CC=1.[O:18]1[C:22]2[CH:23]=[CH:24][CH:25]=[CH:26][C:21]=2[CH:20]=[C:19]1[C:27]([OH:29])=O.C(N(CC)CC)C.[NH2:37][C@H:38]1[CH:43]2[CH2:44][CH2:45][N:40]([CH2:41][CH2:42]2)[C@@H:39]1[CH2:46][C:47]1[CH:48]=[N:49][CH:50]=[CH:51][CH:52]=1.C1(C)C=CC(C([C@@](C(O)=O)(O)[C@@](C(C2C=CC(C)=CC=2)=O)(O)C(O)=O)=O)=CC=1.[OH-].[Na+]. The catalyst is ClCCl. The product is [N:49]1[CH:50]=[CH:51][CH:52]=[C:47]([CH2:46][CH:39]2[CH:38]([NH:37][C:27]([C:19]3[O:18][C:22]4[CH:23]=[CH:24][CH:25]=[CH:26][C:21]=4[CH:20]=3)=[O:29])[CH:43]3[CH2:42][CH2:41][N:40]2[CH2:45][CH2:44]3)[CH:48]=1. The yield is 0.500.